Dataset: Forward reaction prediction with 1.9M reactions from USPTO patents (1976-2016). Task: Predict the product of the given reaction. (1) Given the reactants Br[C:2]1[CH:7]=[CH:6][C:5]([Br:8])=[CH:4][N:3]=1.[CH:9]1([OH:14])[CH2:13][CH2:12][CH2:11][CH2:10]1, predict the reaction product. The product is: [Br:8][C:5]1[CH:6]=[CH:7][C:2]([O:14][CH:9]2[CH2:13][CH2:12][CH2:11][CH2:10]2)=[N:3][CH:4]=1. (2) Given the reactants [F:1][C:2]1[C:7]([O:8][CH3:9])=[CH:6][CH:5]=[CH:4][C:3]=1[NH:10][C:11]1[N:19]=[CH:18][CH:17]=[CH:16][C:12]=1[C:13]([OH:15])=O.[CH3:20][C:21]([NH2:25])([C:23]#[CH:24])[CH3:22].C1C=CC2N(O)N=NC=2C=1.CCN=C=NCCCN(C)C.CCN(C(C)C)C(C)C, predict the reaction product. The product is: [F:1][C:2]1[C:7]([O:8][CH3:9])=[CH:6][CH:5]=[CH:4][C:3]=1[NH:10][C:11]1[N:19]=[CH:18][CH:17]=[CH:16][C:12]=1[C:13]([NH:25][C:21]([CH3:22])([C:23]#[CH:24])[CH3:20])=[O:15]. (3) Given the reactants Br[C:2]1[CH:3]=[CH:4][C:5]([NH:9][CH2:10][C:11]2[CH:16]=[CH:15][C:14]([Cl:17])=[CH:13][CH:12]=2)=[N:6][C:7]=1[Cl:8].C([Mg]Cl)(C)C.C([Li])(C)(C)C.CN(C)[CH:30]=[O:31], predict the reaction product. The product is: [Cl:8][C:7]1[C:2]([CH:30]=[O:31])=[CH:3][CH:4]=[C:5]([NH:9][CH2:10][C:11]2[CH:16]=[CH:15][C:14]([Cl:17])=[CH:13][CH:12]=2)[N:6]=1. (4) Given the reactants [N-:1]=[N+:2]=[N-:3].[Na+].[CH2:5](Br)[C:6]1[CH:11]=[CH:10][CH:9]=[CH:8][CH:7]=1, predict the reaction product. The product is: [CH2:5]([N:1]=[N+:2]=[N-:3])[C:6]1[CH:11]=[CH:10][CH:9]=[CH:8][CH:7]=1.